From a dataset of Aqueous solubility values for 9,982 compounds from the AqSolDB database. Regression/Classification. Given a drug SMILES string, predict its absorption, distribution, metabolism, or excretion properties. Task type varies by dataset: regression for continuous measurements (e.g., permeability, clearance, half-life) or binary classification for categorical outcomes (e.g., BBB penetration, CYP inhibition). For this dataset (solubility_aqsoldb), we predict Y. (1) The drug is CCCCCCCC/C=C\CCCCCCCC(=O)N(C)CC(=O)[O-].[K+]. The Y is -0.122 log mol/L. (2) The molecule is CC1C=CCC2C(=O)OC(=O)C12. The Y is -0.736 log mol/L. (3) The Y is 0.461 log mol/L. The drug is O.O.O.[Li+].[O-][Cl+3]([O-])([O-])[O-]. (4) The Y is 0.238 log mol/L. The molecule is CC(C)CCOC(=S)[S-].[K+]. (5) The Y is -4.73 log mol/L. The molecule is CCOC(=O)c1cncn1C(C)c1ccccc1. (6) The drug is FC(F)(F)C(Cl)Cl. The Y is -1.86 log mol/L. (7) The molecule is CCOc1cccc2c1C(=O)c1c(NC3CCCCC3)ccc(Nc3ccccc3S(=O)(=O)[O-])c1C2=O.[Na+]. The Y is -1.99 log mol/L.